From a dataset of hERG Central: cardiac toxicity at 1µM, 10µM, and general inhibition. Predict hERG channel inhibition at various concentrations. (1) The compound is O=C(NCCCN1CCN(CCCNC(=O)c2ccc(F)cc2)CC1)c1ccc(F)cc1. Results: hERG_inhib (hERG inhibition (general)): blocker. (2) The drug is CCN1CCN(C(CNS(=O)(=O)c2ccc(Cl)cc2)c2cccnc2)CC1. Results: hERG_inhib (hERG inhibition (general)): blocker.